From a dataset of Forward reaction prediction with 1.9M reactions from USPTO patents (1976-2016). Predict the product of the given reaction. Given the reactants [Br:1][C:2]1[CH:3]=[C:4]([F:17])[CH:5]=[C:6]2[C:10]=1[N:9]([CH3:11])[C:8]([C:12]([O:14]CC)=[O:13])=[CH:7]2.CO.O.Cl, predict the reaction product. The product is: [Br:1][C:2]1[CH:3]=[C:4]([F:17])[CH:5]=[C:6]2[C:10]=1[N:9]([CH3:11])[C:8]([C:12]([OH:14])=[O:13])=[CH:7]2.